Dataset: Catalyst prediction with 721,799 reactions and 888 catalyst types from USPTO. Task: Predict which catalyst facilitates the given reaction. (1) Reactant: [CH2:1]([N:4]1[C:12]2[C:7](=[CH:8][C:9]([CH:13]=[O:14])=[CH:10][CH:11]=2)[CH:6]=[CH:5]1)[CH:2]=[CH2:3].B1C2CCCC1CCC2.[OH-:24].[Na+]. Product: [OH:24][CH2:3][CH2:2][CH2:1][N:4]1[C:12]2[C:7](=[CH:8][C:9]([CH:13]=[O:14])=[CH:10][CH:11]=2)[CH:6]=[CH:5]1. The catalyst class is: 165. (2) Product: [CH2:13]([O:12][C:10]([C:2]1[N:1]([CH2:23][C:22]2[CH:21]=[CH:20][C:19]([C:18]([F:17])([F:27])[F:28])=[CH:26][CH:25]=2)[C:9]2[C:4]([CH:3]=1)=[CH:5][CH:6]=[CH:7][CH:8]=2)=[O:11])[CH3:14]. Reactant: [NH:1]1[C:9]2[C:4](=[CH:5][CH:6]=[CH:7][CH:8]=2)[CH:3]=[C:2]1[C:10]([O:12][CH2:13][CH3:14])=[O:11].[H-].[Na+].[F:17][C:18]([F:28])([F:27])[C:19]1[CH:26]=[CH:25][C:22]([CH2:23]Br)=[CH:21][CH:20]=1. The catalyst class is: 18.